This data is from Reaction yield outcomes from USPTO patents with 853,638 reactions. The task is: Predict the reaction yield, written as a fraction of the theoretical maximum amount of product (1.0 means a 100% yield; for example, 0.34 means a 34% yield). (1) The product is [F:1][C:2]1[C:7]([F:8])=[C:6]([CH3:9])[CH:5]=[C:4]([N+:11]([O-:13])=[O:12])[C:3]=1[OH:10]. The catalyst is ClCCl. The reactants are [F:1][C:2]1[C:7]([F:8])=[C:6]([CH3:9])[CH:5]=[CH:4][C:3]=1[OH:10].[N+:11]([O-])([OH:13])=[O:12]. The yield is 0.910. (2) The reactants are [F:1][C:2]([F:17])([F:16])[O:3][C:4]1[CH:9]=[CH:8][C:7]([NH2:10])=[C:6]([C:11]2[NH:12][N:13]=[CH:14][N:15]=2)[CH:5]=1.[Cl:18][CH2:19][C:20](Cl)=[O:21].O. The catalyst is C(O)(=O)C. The product is [Cl:18][CH2:19][C:20]([NH:10][C:7]1[CH:8]=[CH:9][C:4]([O:3][C:2]([F:1])([F:16])[F:17])=[CH:5][C:6]=1[C:11]1[NH:12][N:13]=[CH:14][N:15]=1)=[O:21]. The yield is 0.820. (3) The reactants are [CH:1]([C:4]1[C:13]([NH2:14])=[C:12]2[C:7]([CH:8]=[CH:9][CH:10]=[N:11]2)=[CH:6][CH:5]=1)([CH3:3])[CH3:2].[C:15]1([S:21](Cl)(=[O:23])=[O:22])[CH:20]=[CH:19][CH:18]=[CH:17][CH:16]=1. The catalyst is CN(C1C=CN=CC=1)C. The product is [CH:1]([C:4]1[C:13]([NH:14][S:21]([C:15]2[CH:20]=[CH:19][CH:18]=[CH:17][CH:16]=2)(=[O:23])=[O:22])=[C:12]2[C:7]([CH:8]=[CH:9][CH:10]=[N:11]2)=[CH:6][CH:5]=1)([CH3:3])[CH3:2]. The yield is 0.400. (4) The reactants are [CH3:1][O:2][C:3]1[CH:4]=[C:5]2[C:10](=[CH:11][C:12]=1[O:13][CH3:14])[N:9]=[CH:8][CH:7]=[C:6]2[O:15][C:16]1[CH:22]=[CH:21][C:19]([NH2:20])=[C:18]([O:23][CH3:24])[CH:17]=1.ClC(Cl)(O[C:29](=[O:35])OC(Cl)(Cl)Cl)Cl.[NH2:37][N:38]1[CH2:44][CH2:43][CH2:42][CH2:41][CH2:40][CH2:39]1.C(=O)(O)[O-].[Na+]. The catalyst is C(Cl)Cl.C(N(CC)CC)C.C1(C)C=CC=CC=1. The product is [CH3:1][O:2][C:3]1[CH:4]=[C:5]2[C:10](=[CH:11][C:12]=1[O:13][CH3:14])[N:9]=[CH:8][CH:7]=[C:6]2[O:15][C:16]1[CH:22]=[CH:21][C:19]([NH:20][C:29]([NH:37][N:38]2[CH2:44][CH2:43][CH2:42][CH2:41][CH2:40][CH2:39]2)=[O:35])=[C:18]([O:23][CH3:24])[CH:17]=1. The yield is 0.490. (5) The reactants are [Cl:1][C:2]1[CH:20]=[CH:19][C:5]([O:6][C:7]2[CH:8]=[CH:9][C:10]([CH2:13][C:14](OCC)=[O:15])=[N:11][CH:12]=2)=[CH:4][C:3]=1[C:21]([F:24])([F:23])[F:22].[BH4-].[Na+].O.C(Cl)Cl. The catalyst is C(O)C. The product is [Cl:1][C:2]1[CH:20]=[CH:19][C:5]([O:6][C:7]2[CH:8]=[CH:9][C:10]([CH2:13][CH2:14][OH:15])=[N:11][CH:12]=2)=[CH:4][C:3]=1[C:21]([F:24])([F:22])[F:23]. The yield is 0.255. (6) The reactants are [CH3:1][CH:2]1[CH2:7][CH2:6][CH2:5][N:4]([C:8]([C:10]2[CH:18]=[CH:17][C:16]3[NH:15][CH:14]4[CH2:19][CH2:20][N:21]([C:23]([O:25][C:26]([CH3:29])([CH3:28])[CH3:27])=[O:24])[CH2:22][CH:13]4[C:12]=3[CH:11]=2)=[O:9])[CH2:3]1.[H-].[Na+].[CH2:32](Br)[CH:33]=[CH2:34]. The catalyst is CN(C=O)C. The product is [CH2:34]([N:15]1[C:16]2[CH:17]=[CH:18][C:10]([C:8]([N:4]3[CH2:5][CH2:6][CH2:7][CH:2]([CH3:1])[CH2:3]3)=[O:9])=[CH:11][C:12]=2[C:13]2[CH2:22][N:21]([C:23]([O:25][C:26]([CH3:28])([CH3:27])[CH3:29])=[O:24])[CH2:20][CH2:19][C:14]1=2)[CH:33]=[CH2:32]. The yield is 0.750. (7) The reactants are N#N.[CH3:3][O:4][C:5]1[C:10]([O:11][CH3:12])=[C:9]([O:13][CH3:14])[CH:8]=[CH:7][C:6]=1B(O)O.CCO.[CH3:21][O:22][C:23](=[O:31])[C:24]1[CH:29]=[CH:28][CH:27]=[C:26](Br)[CH:25]=1. The catalyst is C1(C)C=CC=CC=1.O.C1C=CC([P]([Pd]([P](C2C=CC=CC=2)(C2C=CC=CC=2)C2C=CC=CC=2)([P](C2C=CC=CC=2)(C2C=CC=CC=2)C2C=CC=CC=2)[P](C2C=CC=CC=2)(C2C=CC=CC=2)C2C=CC=CC=2)(C2C=CC=CC=2)C2C=CC=CC=2)=CC=1. The product is [CH3:21][O:22][C:23]([C:24]1[CH:25]=[C:26]([C:6]2[CH:7]=[CH:8][C:9]([O:13][CH3:14])=[C:10]([O:11][CH3:12])[C:5]=2[O:4][CH3:3])[CH:27]=[CH:28][CH:29]=1)=[O:31]. The yield is 0.580. (8) The reactants are [Br:1][C:2]1[C:3]([F:19])=[C:4]([CH:8]([C:14]([O:16]CC)=[O:15])[C:9]([O:11]CC)=[O:10])[CH:5]=[CH:6][CH:7]=1.[OH-].[Na+]. The catalyst is CCO. The product is [Br:1][C:2]1[C:3]([F:19])=[C:4]([CH:8]([C:9]([OH:11])=[O:10])[C:14]([OH:16])=[O:15])[CH:5]=[CH:6][CH:7]=1. The yield is 0.930.